This data is from NCI-60 drug combinations with 297,098 pairs across 59 cell lines. The task is: Regression. Given two drug SMILES strings and cell line genomic features, predict the synergy score measuring deviation from expected non-interaction effect. (1) Drug 1: C1=CC=C(C(=C1)C(C2=CC=C(C=C2)Cl)C(Cl)Cl)Cl. Drug 2: CC1C(C(CC(O1)OC2CC(CC3=C2C(=C4C(=C3O)C(=O)C5=C(C4=O)C(=CC=C5)OC)O)(C(=O)CO)O)N)O.Cl. Cell line: NCI-H522. Synergy scores: CSS=62.7, Synergy_ZIP=-9.02, Synergy_Bliss=-7.17, Synergy_Loewe=-4.83, Synergy_HSA=-3.10. (2) Drug 1: C(=O)(N)NO. Drug 2: C1C(C(OC1N2C=NC3=C2NC=NCC3O)CO)O. Cell line: K-562. Synergy scores: CSS=-7.23, Synergy_ZIP=2.54, Synergy_Bliss=-4.27, Synergy_Loewe=-3.50, Synergy_HSA=-5.78. (3) Drug 1: CC1C(C(=O)NC(C(=O)N2CCCC2C(=O)N(CC(=O)N(C(C(=O)O1)C(C)C)C)C)C(C)C)NC(=O)C3=C4C(=C(C=C3)C)OC5=C(C(=O)C(=C(C5=N4)C(=O)NC6C(OC(=O)C(N(C(=O)CN(C(=O)C7CCCN7C(=O)C(NC6=O)C(C)C)C)C)C(C)C)C)N)C. Drug 2: C1C(C(OC1N2C=NC(=NC2=O)N)CO)O. Cell line: HS 578T. Synergy scores: CSS=13.8, Synergy_ZIP=-1.13, Synergy_Bliss=2.10, Synergy_Loewe=1.30, Synergy_HSA=2.75. (4) Drug 1: CN(C)N=NC1=C(NC=N1)C(=O)N. Drug 2: CC1=C(C(=O)C2=C(C1=O)N3CC4C(C3(C2COC(=O)N)OC)N4)N. Cell line: SF-295. Synergy scores: CSS=53.2, Synergy_ZIP=-4.25, Synergy_Bliss=-3.41, Synergy_Loewe=-8.83, Synergy_HSA=-1.07.